Dataset: Forward reaction prediction with 1.9M reactions from USPTO patents (1976-2016). Task: Predict the product of the given reaction. Given the reactants [Cl:1][C:2]1[CH:6]=[CH:5][S:4][CH:3]=1.[Cl:7][S:8](O)(=[O:10])=[O:9], predict the reaction product. The product is: [Cl:1][C:2]1[CH:6]=[CH:5][S:4][C:3]=1[S:8]([Cl:7])(=[O:10])=[O:9].